This data is from Forward reaction prediction with 1.9M reactions from USPTO patents (1976-2016). The task is: Predict the product of the given reaction. (1) Given the reactants [C:1]([CH:3]1[CH2:8][CH2:7][CH2:6][CH2:5][N:4]1[C:9]([O:11][C:12]([CH3:15])([CH3:14])[CH3:13])=[O:10])#[N:2].[N-:16]=[N+:17]=[N-:18].[Na+].[Cl-].[NH4+], predict the reaction product. The product is: [N:2]1[NH:16][N:17]=[N:18][C:1]=1[CH:3]1[CH2:8][CH2:7][CH2:6][CH2:5][N:4]1[C:9]([O:11][C:12]([CH3:15])([CH3:14])[CH3:13])=[O:10]. (2) Given the reactants [N:1]1[CH:6]=[CH:5][C:4]([C:7]2[N:11]3[N:12]=[C:13]([NH2:16])[CH:14]=[CH:15][C:10]3=[N:9][CH:8]=2)=[CH:3][CH:2]=1.[C:17](OC(=O)C)(=[O:19])[CH3:18], predict the reaction product. The product is: [N:1]1[CH:2]=[CH:3][C:4]([C:7]2[N:11]3[N:12]=[C:13]([NH:16][C:17](=[O:19])[CH3:18])[CH:14]=[CH:15][C:10]3=[N:9][CH:8]=2)=[CH:5][CH:6]=1. (3) The product is: [Br:13][C:4]1[CH:3]=[C:2]([C:19](=[O:21])[CH3:20])[CH:7]=[C:6]([O:8][C:9]([F:12])([F:11])[F:10])[CH:5]=1. Given the reactants Br[C:2]1[CH:7]=[C:6]([O:8][C:9]([F:12])([F:11])[F:10])[CH:5]=[C:4]([Br:13])[CH:3]=1.C([Sn](CCCC)(CCCC)[C:19]([O:21]CC)=[CH2:20])CCC, predict the reaction product. (4) Given the reactants [C:1]([C@H:5]1[CH2:10][CH2:9][C@H:8]([O:11][C:12]2[CH:21]=[C:20]3[C:15]([CH:16]=[C:17]([C:28](O)=[O:29])[N:18]=[C:19]3[CH2:22][CH:23]3[CH2:27][CH2:26][CH2:25][CH2:24]3)=[CH:14][CH:13]=2)[CH2:7][CH2:6]1)([CH3:4])([CH3:3])[CH3:2].Cl.C[O:33][C:34](=[O:41])[C@@H:35]([NH2:40])[C:36]([CH3:39])([CH3:38])[CH3:37], predict the reaction product. The product is: [C:1]([C@H:5]1[CH2:6][CH2:7][C@H:8]([O:11][C:12]2[CH:21]=[C:20]3[C:15]([CH:16]=[C:17]([C:28]([NH:40][C@H:35]([C:36]([CH3:39])([CH3:38])[CH3:37])[C:34]([OH:33])=[O:41])=[O:29])[N:18]=[C:19]3[CH2:22][CH:23]3[CH2:24][CH2:25][CH2:26][CH2:27]3)=[CH:14][CH:13]=2)[CH2:9][CH2:10]1)([CH3:4])([CH3:2])[CH3:3]. (5) The product is: [CH2:15]([NH:22][CH:12]1[CH2:11][CH2:10][CH2:9][C:8]2[C:3]([O:2][CH3:1])=[CH:4][CH:5]=[CH:6][C:7]=2[CH2:13]1)[C:16]1[CH:21]=[CH:20][CH:19]=[CH:18][CH:17]=1. Given the reactants [CH3:1][O:2][C:3]1[C:8]2[CH2:9][CH2:10][CH2:11][C:12](=O)[CH2:13][C:7]=2[CH:6]=[CH:5][CH:4]=1.[CH2:15]([NH2:22])[C:16]1[CH:21]=[CH:20][CH:19]=[CH:18][CH:17]=1.O.C1(C)C=CC(S(O)(=O)=O)=CC=1, predict the reaction product. (6) Given the reactants [NH2:1][C:2]([C:4]1[CH:5]=[N:6][C:7]2[C:12]([C:13]=1[NH:14][C:15]1[CH:16]=[C:17]([CH:23]=[CH:24][CH:25]=1)[C:18]([O:20][CH2:21][CH3:22])=[O:19])=[CH:11][CH:10]=[C:9](Cl)[CH:8]=2)=[O:3].[CH3:27][C:28]1[CH:33]=[C:32](B2OC(C)(C)C(C)(C)O2)[CH:31]=[CH:30][N:29]=1.C(=O)([O-])[O-].[K+].[K+], predict the reaction product. The product is: [NH2:1][C:2]([C:4]1[CH:5]=[N:6][C:7]2[C:12]([C:13]=1[NH:14][C:15]1[CH:16]=[C:17]([CH:23]=[CH:24][CH:25]=1)[C:18]([O:20][CH2:21][CH3:22])=[O:19])=[CH:11][CH:10]=[C:9]([C:32]1[CH:31]=[CH:30][N:29]=[C:28]([CH3:27])[CH:33]=1)[CH:8]=2)=[O:3].